Dataset: Forward reaction prediction with 1.9M reactions from USPTO patents (1976-2016). Task: Predict the product of the given reaction. Given the reactants [Cl-].[CH3:2][C:3]1[SH+:4][CH:5]=[CH:6][CH:7]=[CH:8][CH:9]=[CH:10][CH:11]=1.[CH3:12][NH:13]N.C(O[C:19](=[O:21])[CH3:20])(=O)C.[CH:22]([N:25]([CH2:29]C)C(C)C)([CH3:24])[CH3:23].C(#[N:33])C, predict the reaction product. The product is: [CH3:12][NH:13][C:10]1[CH:9]=[CH:8][C:2]2[N:33]([C:19](=[O:21])[CH3:20])[C:6]3[C:5]([S:4][C:3]=2[CH:11]=1)=[CH:24][C:22]([NH:25][CH3:29])=[CH:23][CH:7]=3.